Dataset: Full USPTO retrosynthesis dataset with 1.9M reactions from patents (1976-2016). Task: Predict the reactants needed to synthesize the given product. (1) Given the product [Br:1][C:2]1[CH:7]=[CH:6][C:5]([C@H:8]2[C:21]3[C:16](=[CH:17][C:18]([O:22][CH2:23][CH2:36][CH2:35][N:34]4[CH2:33][CH2:29][CH2:30][CH2:31][CH2:32]4)=[CH:19][CH:20]=3)[C@@H:12]3[CH2:13][CH2:14][CH2:15][N:11]3[CH2:9]2)=[CH:4][CH:3]=1, predict the reactants needed to synthesize it. The reactants are: [Br:1][C:2]1[CH:7]=[CH:6][C:5]([CH:8](O)[C:9]([N:11]2[CH2:15][CH2:14][CH2:13][CH:12]2[C:16]2[CH:21]=[CH:20][CH:19]=[C:18]([O:22][CH3:23])[CH:17]=2)=O)=[CH:4][CH:3]=1.COC1C=[C:29]([CH:33]2C[CH2:36][CH2:35][NH:34]2)[CH:30]=[CH:31][CH:32]=1.OC(C1C=CC(Br)=CC=1)C(O)=O. (2) The reactants are: [N:1]1([C:7]2[N:12]=[CH:11][CH:10]=[CH:9][N:8]=2)[CH2:6][CH2:5][NH:4][CH2:3][CH2:2]1.[CH:13]([N:26]1[CH2:29][CH:28](OS(C)(=O)=O)[CH2:27]1)([C:20]1[CH:25]=[CH:24][CH:23]=[CH:22][CH:21]=1)[C:14]1[CH:19]=[CH:18][CH:17]=[CH:16][CH:15]=1.CCN(C(C)C)C(C)C. Given the product [CH:13]([N:26]1[CH2:29][CH:28]([N:4]2[CH2:5][CH2:6][N:1]([C:7]3[N:8]=[CH:9][CH:10]=[CH:11][N:12]=3)[CH2:2][CH2:3]2)[CH2:27]1)([C:20]1[CH:21]=[CH:22][CH:23]=[CH:24][CH:25]=1)[C:14]1[CH:15]=[CH:16][CH:17]=[CH:18][CH:19]=1, predict the reactants needed to synthesize it.